This data is from Forward reaction prediction with 1.9M reactions from USPTO patents (1976-2016). The task is: Predict the product of the given reaction. (1) Given the reactants Cl.[CH3:2][O:3][C:4](=[O:11])[C@H:5]([CH2:7][CH:8]([CH3:10])[CH3:9])[NH2:6].[O-]S([O-])(=O)=O.[Mg+2].[CH:18](=O)[CH2:19][CH2:20][CH3:21].CCN(CC)CC.[BH4-].[Na+], predict the reaction product. The product is: [CH2:18]([NH:6][C@@H:5]([CH2:7][CH:8]([CH3:10])[CH3:9])[C:4]([O:3][CH3:2])=[O:11])[CH2:19][CH2:20][CH3:21]. (2) Given the reactants [F:1][C:2]1[CH:3]=[CH:4][C:5]2[N:9]=[C:8]([CH:10]([NH:12][C:13](=O)[O:14]CC3C4C=CC=CC=4C4C3=CC=CC=4)[CH3:11])[N:7]([C:30]3[CH:35]=[CH:34][C:33]([F:36])=[CH:32][CH:31]=3)[C:6]=2[CH:37]=1.N1CCCCC1.[CH2:44]([Cl:46])[Cl:45], predict the reaction product. The product is: [CH2:44]([Cl:46])[Cl:45].[CH3:13][OH:14].[NH4+:7].[OH-:14].[F:1][C:2]1[CH:3]=[CH:4][C:5]2[N:9]=[C:8]([CH:10]([NH2:12])[CH3:11])[N:7]([C:30]3[CH:35]=[CH:34][C:33]([F:36])=[CH:32][CH:31]=3)[C:6]=2[CH:37]=1. (3) Given the reactants [CH3:1][O:2][C:3]1[CH:4]=[C:5]2[C:9](=[CH:10][C:11]=1[N:12]1[CH2:17][C@H:16]([CH3:18])[N:15]([CH3:19])[C@H:14]([CH3:20])[CH2:13]1)[NH:8][CH2:7][CH2:6]2.C[Al](C)C.[CH3:25][N:26]1[CH2:31][CH2:30][CH:29]([C:32]2[C:41]3[C:36](=[CH:37][CH:38]=[CH:39][CH:40]=3)[C:35]([C:42](OC)=[O:43])=[CH:34][CH:33]=2)[CH2:28][CH2:27]1, predict the reaction product. The product is: [CH3:1][O:2][C:3]1[CH:4]=[C:5]2[C:9](=[CH:10][C:11]=1[N:12]1[CH2:13][C@H:14]([CH3:20])[N:15]([CH3:19])[C@H:16]([CH3:18])[CH2:17]1)[N:8]([C:42]([C:35]1[C:36]3[C:41](=[CH:40][CH:39]=[CH:38][CH:37]=3)[C:32]([CH:29]3[CH2:30][CH2:31][N:26]([CH3:25])[CH2:27][CH2:28]3)=[CH:33][CH:34]=1)=[O:43])[CH2:7][CH2:6]2. (4) Given the reactants [Br:1][C:2]1[CH:3]=[C:4]([NH:10][C:11]2[CH:16]=[CH:15][C:14]([N:17]3[CH2:22][CH2:21][NH:20][CH2:19][CH2:18]3)=[CH:13][N:12]=2)[C:5](=[O:9])[N:6]([CH3:8])[CH:7]=1.[O:23]1[CH2:26][C:25](=O)[CH2:24]1.[BH3-]C#N.[Na+].O, predict the reaction product. The product is: [Br:1][C:2]1[CH:3]=[C:4]([NH:10][C:11]2[CH:16]=[CH:15][C:14]([N:17]3[CH2:22][CH2:21][N:20]([CH:25]4[CH2:26][O:23][CH2:24]4)[CH2:19][CH2:18]3)=[CH:13][N:12]=2)[C:5](=[O:9])[N:6]([CH3:8])[CH:7]=1.